From a dataset of Catalyst prediction with 721,799 reactions and 888 catalyst types from USPTO. Predict which catalyst facilitates the given reaction. (1) Reactant: [OH:1][CH:2]1[CH2:8][C@@H:7]2[N:9]([C:10]([O:12][C:13]([CH3:16])([CH3:15])[CH3:14])=[O:11])[C@@H:4]([CH2:5][CH2:6]2)[CH:3]1[C:17]([O:19][CH3:20])=[O:18].[CH3:21][S:22](Cl)(=[O:24])=[O:23].C(N(CC)C(C)C)(C)C. Product: [CH3:21][S:22]([O:1][CH:2]1[CH2:8][C@@H:7]2[N:9]([C:10]([O:12][C:13]([CH3:14])([CH3:15])[CH3:16])=[O:11])[C@@H:4]([CH2:5][CH2:6]2)[CH:3]1[C:17]([O:19][CH3:20])=[O:18])(=[O:24])=[O:23]. The catalyst class is: 4. (2) Reactant: C(NC(C)C)(C)C.[Li][CH2:9][CH2:10][CH2:11][CH3:12].[N:13]1[C:23]2[C:18](=[CH:19][CH:20]=[CH:21][CH:22]=2)[CH:17]=CC=1C.CI. The catalyst class is: 1. Product: [CH2:11]([C:10]1[CH:9]=[CH:17][C:18]2[C:23](=[CH:22][CH:21]=[CH:20][CH:19]=2)[N:13]=1)[CH3:12]. (3) Reactant: [N+:1]([C:4]1[CH:9]=[CH:8][C:7]([CH2:10][CH2:11][C:12]([NH2:14])=O)=[CH:6][CH:5]=1)([O-:3])=[O:2].COC1C=CC(P2(=S)SP(=S)(C3C=CC(OC)=CC=3)[S:24]2)=CC=1. Product: [N+:1]([C:4]1[CH:9]=[CH:8][C:7]([CH2:10][CH2:11][C:12](=[S:24])[NH2:14])=[CH:6][CH:5]=1)([O-:3])=[O:2]. The catalyst class is: 17.